From a dataset of Full USPTO retrosynthesis dataset with 1.9M reactions from patents (1976-2016). Predict the reactants needed to synthesize the given product. (1) Given the product [Cl:37][C:32]1[CH:33]=[CH:34][CH:35]=[CH:36][C:31]=1[C:26]1[CH:27]=[CH:28][CH:29]=[CH:30][C:25]=1[C:24]([C@@H:20]1[CH2:21][CH2:22][CH2:23][N:18]([C:16]([O:15][C:11]([CH3:14])([CH3:13])[CH3:12])=[O:17])[CH2:19]1)([OH:38])[CH2:5][CH2:6][CH2:7][CH2:8][O:9][CH3:10], predict the reactants needed to synthesize it. The reactants are: [Mg].II.Cl[CH2:5][CH2:6][CH2:7][CH2:8][O:9][CH3:10].[C:11]([O:15][C:16]([N:18]1[CH2:23][CH2:22][CH2:21][C@@H:20]([C:24](=[O:38])[C:25]2[CH:30]=[CH:29][CH:28]=[CH:27][C:26]=2[C:31]2[CH:36]=[CH:35][CH:34]=[CH:33][C:32]=2[Cl:37])[CH2:19]1)=[O:17])([CH3:14])([CH3:13])[CH3:12]. (2) Given the product [C:1]([C:5]1[CH:12]=[CH:11][C:8]([CH2:9][NH:22][CH2:21][CH2:20][C:16]2[CH:17]=[CH:18][CH:19]=[C:14]([F:13])[CH:15]=2)=[CH:7][CH:6]=1)([CH3:4])([CH3:3])[CH3:2], predict the reactants needed to synthesize it. The reactants are: [C:1]([C:5]1[CH:12]=[CH:11][C:8]([CH:9]=O)=[CH:7][CH:6]=1)([CH3:4])([CH3:3])[CH3:2].[F:13][C:14]1[CH:15]=[C:16]([CH2:20][CH2:21][NH2:22])[CH:17]=[CH:18][CH:19]=1.[BH4-].[Na+]. (3) Given the product [C:37]1([P:43](=[O:44])([OH:51])[O:1][C:2]2[CH:29]=[CH:28][C:5]3[C:6](=[O:27])/[C:7](=[CH:9]/[C:10]4[C:18]5[C:13](=[CH:14][CH:15]=[C:16]([O:19][CH3:20])[CH:17]=5)[NH:12][C:11]=4[C:21]4[CH:26]=[CH:25][CH:24]=[CH:23][CH:22]=4)/[O:8][C:4]=3[CH:3]=2)[CH:42]=[CH:41][CH:40]=[CH:39][CH:38]=1, predict the reactants needed to synthesize it. The reactants are: [OH:1][C:2]1[CH:29]=[CH:28][C:5]2[C:6](=[O:27])/[C:7](=[CH:9]/[C:10]3[C:18]4[C:13](=[CH:14][CH:15]=[C:16]([O:19][CH3:20])[CH:17]=4)[NH:12][C:11]=3[C:21]3[CH:26]=[CH:25][CH:24]=[CH:23][CH:22]=3)/[O:8][C:4]=2[CH:3]=1.C(N(CC)CC)C.[C:37]1([P:43](Cl)(Cl)=[O:44])[CH:42]=[CH:41][CH:40]=[CH:39][CH:38]=1.Cl.C1C[O:51]CC1. (4) Given the product [CH3:53][C@H:37]1[CH2:38][N:39]([C:43]2[CH:44]=[CH:45][C:46]([C:49]([F:52])([F:50])[F:51])=[CH:47][CH:48]=2)[C@H:40]([CH3:42])[CH2:41][N:36]1[C:34](=[O:35])[CH2:33][O:17][C@H:14]1[CH2:15][CH2:16][C@H:11]([NH:10][C:7]2[CH:8]=[CH:9][C:4]([N+:1]([O-:3])=[O:2])=[C:5]([C:18]([F:19])([F:20])[F:21])[CH:6]=2)[CH2:12][CH2:13]1, predict the reactants needed to synthesize it. The reactants are: [N+:1]([C:4]1[CH:9]=[CH:8][C:7]([NH:10][C@H:11]2[CH2:16][CH2:15][C@H:14]([OH:17])[CH2:13][CH2:12]2)=[CH:6][C:5]=1[C:18]([F:21])([F:20])[F:19])([O-:3])=[O:2].C[Si]([N-][Si](C)(C)C)(C)C.[Li+].Cl[CH2:33][C:34]([N:36]1[CH2:41][C@@H:40]([CH3:42])[N:39]([C:43]2[CH:48]=[CH:47][C:46]([C:49]([F:52])([F:51])[F:50])=[CH:45][CH:44]=2)[CH2:38][C@@H:37]1[CH3:53])=[O:35].